From a dataset of Full USPTO retrosynthesis dataset with 1.9M reactions from patents (1976-2016). Predict the reactants needed to synthesize the given product. Given the product [C:22]([C:26]1[O:30][N:29]=[C:28]([NH:31][C:32]([NH:1][C:2]2[CH:21]=[CH:20][CH:19]=[C:4]([O:5][C:6]3[C:15]4[C:10](=[CH:11][C:12]([O:17][CH3:18])=[C:13]([OH:16])[CH:14]=4)[N:9]=[CH:8][N:7]=3)[CH:3]=2)=[O:33])[CH:27]=1)([CH3:25])([CH3:23])[CH3:24], predict the reactants needed to synthesize it. The reactants are: [NH2:1][C:2]1[CH:3]=[C:4]([CH:19]=[CH:20][CH:21]=1)[O:5][C:6]1[C:15]2[C:10](=[CH:11][C:12]([O:17][CH3:18])=[C:13]([OH:16])[CH:14]=2)[N:9]=[CH:8][N:7]=1.[C:22]([C:26]1[O:30][N:29]=[C:28]([NH:31][C:32](=O)[O:33]C2C=CC=CC=2)[CH:27]=1)([CH3:25])([CH3:24])[CH3:23].